Regression. Given two drug SMILES strings and cell line genomic features, predict the synergy score measuring deviation from expected non-interaction effect. From a dataset of NCI-60 drug combinations with 297,098 pairs across 59 cell lines. (1) Drug 1: C1=CN(C=N1)CC(O)(P(=O)(O)O)P(=O)(O)O. Drug 2: CC1=C(N=C(N=C1N)C(CC(=O)N)NCC(C(=O)N)N)C(=O)NC(C(C2=CN=CN2)OC3C(C(C(C(O3)CO)O)O)OC4C(C(C(C(O4)CO)O)OC(=O)N)O)C(=O)NC(C)C(C(C)C(=O)NC(C(C)O)C(=O)NCCC5=NC(=CS5)C6=NC(=CS6)C(=O)NCCC[S+](C)C)O. Cell line: SF-268. Synergy scores: CSS=31.4, Synergy_ZIP=3.44, Synergy_Bliss=-1.41, Synergy_Loewe=-14.8, Synergy_HSA=-2.15. (2) Drug 1: CCN(CC)CCNC(=O)C1=C(NC(=C1C)C=C2C3=C(C=CC(=C3)F)NC2=O)C. Drug 2: CC1=C(N=C(N=C1N)C(CC(=O)N)NCC(C(=O)N)N)C(=O)NC(C(C2=CN=CN2)OC3C(C(C(C(O3)CO)O)O)OC4C(C(C(C(O4)CO)O)OC(=O)N)O)C(=O)NC(C)C(C(C)C(=O)NC(C(C)O)C(=O)NCCC5=NC(=CS5)C6=NC(=CS6)C(=O)NCCC[S+](C)C)O. Cell line: K-562. Synergy scores: CSS=-5.85, Synergy_ZIP=13.7, Synergy_Bliss=12.6, Synergy_Loewe=-11.6, Synergy_HSA=-10.3. (3) Drug 2: C1CC(C1)(C(=O)O)C(=O)O.[NH2-].[NH2-].[Pt+2]. Cell line: OVCAR3. Drug 1: C1CN1P(=S)(N2CC2)N3CC3. Synergy scores: CSS=23.5, Synergy_ZIP=10.4, Synergy_Bliss=8.55, Synergy_Loewe=12.8, Synergy_HSA=9.78. (4) Drug 1: CN1CCC(CC1)COC2=C(C=C3C(=C2)N=CN=C3NC4=C(C=C(C=C4)Br)F)OC. Drug 2: C1=CC(=CC=C1CCC2=CNC3=C2C(=O)NC(=N3)N)C(=O)NC(CCC(=O)O)C(=O)O. Cell line: TK-10. Synergy scores: CSS=44.3, Synergy_ZIP=-1.84, Synergy_Bliss=-1.38, Synergy_Loewe=-5.34, Synergy_HSA=2.48. (5) Drug 1: C1=CC(=CC=C1CC(C(=O)O)N)N(CCCl)CCCl.Cl. Drug 2: CCCCCOC(=O)NC1=NC(=O)N(C=C1F)C2C(C(C(O2)C)O)O. Cell line: TK-10. Synergy scores: CSS=9.02, Synergy_ZIP=-1.41, Synergy_Bliss=1.27, Synergy_Loewe=-2.08, Synergy_HSA=-1.85.